This data is from Full USPTO retrosynthesis dataset with 1.9M reactions from patents (1976-2016). The task is: Predict the reactants needed to synthesize the given product. The reactants are: F[C:2]1[CH:7]=[CH:6][C:5]([N+:8]([O-:10])=[O:9])=[CH:4][CH:3]=1.[NH2:11][CH2:12][C:13]([OH:15])=[O:14].C(=O)(O)[O-].[Na+]. Given the product [N+:8]([C:5]1[CH:6]=[CH:7][C:2]([NH:11][CH2:12][C:13]([OH:15])=[O:14])=[CH:3][CH:4]=1)([O-:10])=[O:9], predict the reactants needed to synthesize it.